This data is from Forward reaction prediction with 1.9M reactions from USPTO patents (1976-2016). The task is: Predict the product of the given reaction. (1) Given the reactants [Br:1][C:2]1[C:9]([OH:10])=[CH:8][CH:7]=[CH:6][C:3]=1[CH:4]=[O:5].[C:11](=O)([O-])[O-].[K+].[K+].CI, predict the reaction product. The product is: [Br:1][C:2]1[C:9]([O:10][CH3:11])=[CH:8][CH:7]=[CH:6][C:3]=1[CH:4]=[O:5]. (2) Given the reactants [F:1][C:2]([F:11])([C:7]([F:10])([F:9])[F:8])[CH2:3][CH2:4][CH2:5][OH:6].C(N(CC)CC)C.CS(Cl)(=O)=O.[C:24]([O-])(=[S:26])[CH3:25].[K+], predict the reaction product. The product is: [C:24]([O:6][CH2:5][CH2:4][CH2:3][C:2]([F:11])([F:1])[C:7]([F:8])([F:9])[F:10])(=[S:26])[CH3:25]. (3) Given the reactants C([N:8]1[CH2:13][C@@H:12]2[C@@:10]([NH:15][C:16](=[O:22])[O:17][C:18]([CH3:21])([CH3:20])[CH3:19])([C@@H:11]2[CH3:14])[CH2:9]1)C1C=CC=CC=1.[H][H], predict the reaction product. The product is: [CH3:14][C@H:11]1[C@:10]2([NH:15][C:16](=[O:22])[O:17][C:18]([CH3:21])([CH3:20])[CH3:19])[C@H:12]1[CH2:13][NH:8][CH2:9]2.